This data is from Full USPTO retrosynthesis dataset with 1.9M reactions from patents (1976-2016). The task is: Predict the reactants needed to synthesize the given product. (1) Given the product [F:1][C:2]1[CH:11]=[CH:10][CH:9]=[C:8]2[C:3]=1[N:4]=[C:5]([C:21]([OH:23])=[O:22])[C:6](=[O:20])[N:7]2[C:12]1[CH:13]=[CH:14][C:15]([O:18][CH3:19])=[CH:16][CH:17]=1, predict the reactants needed to synthesize it. The reactants are: [F:1][C:2]1[CH:11]=[CH:10][CH:9]=[C:8]2[C:3]=1[N:4]=[C:5]([C:21]([O:23]CC)=[O:22])[C:6](=[O:20])[N:7]2[C:12]1[CH:17]=[CH:16][C:15]([O:18][CH3:19])=[CH:14][CH:13]=1.[OH-].[Na+].Cl. (2) Given the product [Br:16][C:17]1[CH:18]=[C:19]([OH:24])[CH:20]=[C:21]([C:5]2[CH:4]=[N:3][N:2]([CH3:1])[CH:6]=2)[CH:22]=1, predict the reactants needed to synthesize it. The reactants are: [CH3:1][N:2]1[CH:6]=[C:5](B2OC(C)(C)C(C)(C)O2)[CH:4]=[N:3]1.[Br:16][C:17]1[CH:18]=[C:19]([OH:24])[CH:20]=[C:21](Br)[CH:22]=1.C(=O)([O-])[O-].[K+].[K+]. (3) Given the product [C:1]([O:5][CH:6]([C:10]1[C:11]([CH:29]([CH3:31])[CH3:30])=[N:12][C:13]2[C:14]([CH3:28])([CH3:27])[CH2:15][N:16]([C:44](=[O:45])[C:43]3[CH:47]=[CH:48][C:40]([F:39])=[CH:41][CH:42]=3)[CH2:17][C:18]=2[C:19]=1[C:20]1[CH:21]=[CH:22][C:23]([F:26])=[CH:24][CH:25]=1)[C:7]([OH:9])=[O:8])([CH3:4])([CH3:3])[CH3:2], predict the reactants needed to synthesize it. The reactants are: [C:1]([O:5][CH:6]([C:10]1[C:11]([CH:29]([CH3:31])[CH3:30])=[N:12][C:13]2[C:14]([CH3:28])([CH3:27])[CH2:15][NH:16][CH2:17][C:18]=2[C:19]=1[C:20]1[CH:25]=[CH:24][C:23]([F:26])=[CH:22][CH:21]=1)[C:7]([OH:9])=[O:8])([CH3:4])([CH3:3])[CH3:2].CCN(CC)CC.[F:39][C:40]1[CH:48]=[CH:47][C:43]([C:44](Cl)=[O:45])=[CH:42][CH:41]=1. (4) Given the product [CH2:15]1[O:27][C:26]2[CH:25]=[C:24]3[C:19]([CH:20]([C:2]4[CH:7]=[CH:6][CH:5]=[CH:4][C:3]=4[CH:8]4[O:13][CH2:12][CH2:11][CH2:10][O:9]4)[CH:21]([N+:28]([O-:30])=[O:29])[CH2:22][O:23]3)=[CH:18][C:17]=2[O:16]1, predict the reactants needed to synthesize it. The reactants are: Br[C:2]1[CH:7]=[CH:6][CH:5]=[CH:4][C:3]=1[CH:8]1[O:13][CH2:12][CH2:11][CH2:10][O:9]1.[Mg].[CH2:15]1[O:27][C:26]2[CH:25]=[C:24]3[C:19]([CH:20]=[C:21]([N+:28]([O-:30])=[O:29])[CH2:22][O:23]3)=[CH:18][C:17]=2[O:16]1.O. (5) Given the product [CH2:60]([O:59][C:56](=[O:58])[C:57]1[CH:8]=[CH:9][C:10]([CH2:13][CH:14]2[CH2:19][N:18]([CH2:20][C:21]3[CH:22]=[CH:23][CH:24]=[CH:25][CH:26]=3)[CH2:17][CH2:16][N:15]2[C:27]([C:29]2[CH:33]=[C:32]([CH3:34])[N:31]([C:35]3[CH:36]=[CH:37][CH:38]=[CH:39][CH:40]=3)[C:30]=2[C:41]2[CH:46]=[CH:45][CH:44]=[CH:43][CH:42]=2)=[O:28])=[CH:11][CH:12]=1)[CH3:61], predict the reactants needed to synthesize it. The reactants are: FC(F)(F)S(OC1[CH:12]=[CH:11][C:10]([CH2:13][CH:14]2[CH2:19][N:18]([CH2:20][C:21]3[CH:26]=[CH:25][CH:24]=[CH:23][CH:22]=3)[CH2:17][CH2:16][N:15]2[C:27]([C:29]2[CH:33]=[C:32]([CH3:34])[N:31]([C:35]3[CH:40]=[CH:39][CH:38]=[CH:37][CH:36]=3)[C:30]=2[C:41]2[CH:46]=[CH:45][CH:44]=[CH:43][CH:42]=2)=[O:28])=[CH:9][CH:8]=1)(=O)=O.C(N(CC)CC)C.[C:56]([O:59][CH2:60][CH3:61])(=[O:58])[CH3:57]. (6) Given the product [CH3:33][O:34][C:35](=[O:36])[C:37]1[CH:42]=[CH:41][CH:40]=[CH:39][C:38]=1[S:43](=[O:44])(=[O:45])[NH:24][C@H:7]([C:6]([O:5][C:1]([CH3:4])([CH3:2])[CH3:3])=[O:25])[CH2:8][NH:9][C:10](=[O:23])[C:11]1[CH:12]=[CH:13][C:14]([CH2:17][CH2:18][C:19]([O:21][CH3:22])=[O:20])=[CH:15][CH:16]=1, predict the reactants needed to synthesize it. The reactants are: [C:1]([O:5][C:6](=[O:25])[C@@H:7]([NH2:24])[CH2:8][NH:9][C:10](=[O:23])[C:11]1[CH:16]=[CH:15][C:14]([CH2:17][CH2:18][C:19]([O:21][CH3:22])=[O:20])=[CH:13][CH:12]=1)([CH3:4])([CH3:3])[CH3:2].C(N(CC)CC)C.[CH3:33][O:34][C:35]([C:37]1[CH:42]=[CH:41][CH:40]=[CH:39][C:38]=1[S:43](Cl)(=[O:45])=[O:44])=[O:36].